From a dataset of Peptide-MHC class I binding affinity with 185,985 pairs from IEDB/IMGT. Regression. Given a peptide amino acid sequence and an MHC pseudo amino acid sequence, predict their binding affinity value. This is MHC class I binding data. (1) The peptide sequence is IRNLVKRYK. The MHC is HLA-B44:02 with pseudo-sequence HLA-B44:02. The binding affinity (normalized) is 0.0847. (2) The peptide sequence is MVFQHFHLF. The MHC is HLA-B44:02 with pseudo-sequence HLA-B44:02. The binding affinity (normalized) is 0.0847. (3) The peptide sequence is CELTDSSWI. The MHC is HLA-B44:02 with pseudo-sequence HLA-B44:02. The binding affinity (normalized) is 0.671. (4) The peptide sequence is NIDPEHLDY. The MHC is HLA-B08:01 with pseudo-sequence HLA-B08:01. The binding affinity (normalized) is 0.0847. (5) The peptide sequence is LVNHYFQTR. The MHC is HLA-A02:02 with pseudo-sequence HLA-A02:02. The binding affinity (normalized) is 0.00392. (6) The peptide sequence is FTIDNIVTSL. The MHC is HLA-A68:02 with pseudo-sequence HLA-A68:02. The binding affinity (normalized) is 0. (7) The peptide sequence is ARADGILRF. The MHC is HLA-B35:01 with pseudo-sequence HLA-B35:01. The binding affinity (normalized) is 0.233. (8) The peptide sequence is VEYYPLLFI. The MHC is HLA-B40:02 with pseudo-sequence HLA-B40:02. The binding affinity (normalized) is 0.535. (9) The peptide sequence is WTLVVLLI. The MHC is HLA-A31:01 with pseudo-sequence HLA-A31:01. The binding affinity (normalized) is 0.251.